This data is from Forward reaction prediction with 1.9M reactions from USPTO patents (1976-2016). The task is: Predict the product of the given reaction. (1) Given the reactants [C:1]([C:5]1[CH:6]=[C:7]([NH:30][S:31]([CH3:34])(=[O:33])=[O:32])[C:8]([O:28][CH3:29])=[C:9]([NH:11][C:12]([C:14]2[N:15]([CH3:27])[C:16]3[C:21]([CH:22]=2)=[CH:20][CH:19]=[CH:18][C:17]=3[C:23](OC)=[O:24])=[O:13])[CH:10]=1)([CH3:4])([CH3:3])[CH3:2].[H-].[Al+3].[Li+].[H-].[H-].[H-].[OH-].[Na+], predict the reaction product. The product is: [C:1]([C:5]1[CH:6]=[C:7]([NH:30][S:31]([CH3:34])(=[O:32])=[O:33])[C:8]([O:28][CH3:29])=[C:9]([NH:11][C:12]([C:14]2[N:15]([CH3:27])[C:16]3[C:21]([CH:22]=2)=[CH:20][CH:19]=[CH:18][C:17]=3[CH2:23][OH:24])=[O:13])[CH:10]=1)([CH3:4])([CH3:2])[CH3:3]. (2) Given the reactants COC1C=CC(C[NH:8][C:9]2[CH:18]=[CH:17][C:16]3[C:11](=[CH:12][C:13]([C:23]([F:26])([F:25])[F:24])=[CH:14][C:15]=3[C:19]([F:22])([F:21])[F:20])[N:10]=2)=CC=1, predict the reaction product. The product is: [F:22][C:19]([F:20])([F:21])[C:15]1[CH:14]=[C:13]([C:23]([F:25])([F:26])[F:24])[CH:12]=[C:11]2[C:16]=1[CH:17]=[CH:18][C:9]([NH2:8])=[N:10]2. (3) Given the reactants [C:1]([O:5][C:6]([N:8]1[CH2:13][CH:12]=[C:11]([C:14]2[CH:19]=[CH:18][C:17]([N+:20]([O-])=O)=[C:16]([N:23]3[CH2:28][CH2:27][CH:26]([CH3:29])[CH2:25][CH2:24]3)[CH:15]=2)[CH2:10][CH2:9]1)=[O:7])([CH3:4])([CH3:3])[CH3:2], predict the reaction product. The product is: [C:1]([O:5][C:6]([N:8]1[CH2:9][CH2:10][CH:11]([C:14]2[CH:19]=[CH:18][C:17]([NH2:20])=[C:16]([N:23]3[CH2:28][CH2:27][CH:26]([CH3:29])[CH2:25][CH2:24]3)[CH:15]=2)[CH2:12][CH2:13]1)=[O:7])([CH3:4])([CH3:2])[CH3:3]. (4) Given the reactants Cl.[CH2:2]([O:4][C:5](=[O:34])[CH2:6][C:7]1[CH:8]=[C:9]([C:15]2[CH:20]=[CH:19][C:18]([C:21]3[CH:22]=[N:23][C:24]([O:27][CH2:28][CH3:29])=[CH:25][CH:26]=3)=[CH:17][C:16]=2[CH2:30][NH:31][CH2:32][CH3:33])[C:10]([O:13][CH3:14])=[CH:11][CH:12]=1)[CH3:3].[C:35](Cl)(=[O:42])[C:36]1[CH:41]=[CH:40][CH:39]=[CH:38][CH:37]=1, predict the reaction product. The product is: [CH2:2]([O:4][C:5](=[O:34])[CH2:6][C:7]1[CH:8]=[C:9]([C:15]2[CH:20]=[CH:19][C:18]([C:21]3[CH:22]=[N:23][C:24]([O:27][CH2:28][CH3:29])=[CH:25][CH:26]=3)=[CH:17][C:16]=2[CH2:30][N:31]([C:35](=[O:42])[C:36]2[CH:41]=[CH:40][CH:39]=[CH:38][CH:37]=2)[CH2:32][CH3:33])[C:10]([O:13][CH3:14])=[CH:11][CH:12]=1)[CH3:3].